This data is from Full USPTO retrosynthesis dataset with 1.9M reactions from patents (1976-2016). The task is: Predict the reactants needed to synthesize the given product. (1) Given the product [OH:2][C:3]1[C:8]2[NH:9][C:10]([C:12]3[S:13][CH:14]=[CH:15][CH:16]=3)=[N:11][C:7]=2[C:6]([C:17]([NH:19][CH2:20][CH2:21][N:22]2[CH2:23][CH2:24][NH:25][CH2:26][CH2:27]2)=[O:18])=[CH:5][CH:4]=1, predict the reactants needed to synthesize it. The reactants are: C[O:2][C:3]1[C:8]2[NH:9][C:10]([C:12]3[S:13][CH:14]=[CH:15][CH:16]=3)=[N:11][C:7]=2[C:6]([C:17]([NH:19][CH2:20][CH2:21][N:22]2[CH2:27][CH2:26][N:25](C([O-])=O)[CH2:24][CH2:23]2)=[O:18])=[CH:5][CH:4]=1.B(Br)(Br)Br. (2) Given the product [Cl:36][C:29]1[CH:30]=[C:31]([C:32]([O:34][CH3:35])=[O:33])[C:26]([C:5]2[CH:6]=[CH:7][C:2]([Cl:1])=[C:3]([C:11]([NH:13][CH2:14][C:15]34[CH2:24][CH:19]5[CH2:20][CH:21]([CH2:23][CH:17]([CH2:18]5)[CH2:16]3)[CH2:22]4)=[O:12])[CH:4]=2)=[N:27][CH:28]=1, predict the reactants needed to synthesize it. The reactants are: [Cl:1][C:2]1[CH:7]=[CH:6][C:5](B(O)O)=[CH:4][C:3]=1[C:11]([NH:13][CH2:14][C:15]12[CH2:24][CH:19]3[CH2:20][CH:21]([CH2:23][CH:17]([CH2:18]3)[CH2:16]1)[CH2:22]2)=[O:12].Cl[C:26]1[C:31]([C:32]([O:34][CH3:35])=[O:33])=[CH:30][C:29]([Cl:36])=[CH:28][N:27]=1.C(=O)([O-])[O-].[K+].[K+]. (3) Given the product [C:8]([NH:16][C:17]1[CH:29]=[C:28]([O:30][C:31]2[CH:36]=[CH:35][C:34]([Cl:37])=[CH:33][C:32]=2[Cl:38])[CH:27]=[CH:26][C:18]=1[C:19]([OH:21])=[O:20])(=[O:15])[C:9]1[CH:10]=[CH:11][CH:12]=[CH:13][CH:14]=1, predict the reactants needed to synthesize it. The reactants are: FC(F)(F)C(O)=O.[C:8]([NH:16][C:17]1[CH:29]=[C:28]([O:30][C:31]2[CH:36]=[CH:35][C:34]([Cl:37])=[CH:33][C:32]=2[Cl:38])[CH:27]=[CH:26][C:18]=1[C:19]([O:21]C(C)(C)C)=[O:20])(=[O:15])[C:9]1[CH:14]=[CH:13][CH:12]=[CH:11][CH:10]=1. (4) Given the product [S:19]1[C:14]2[CH:15]=[CH:16][CH:17]=[CH:18][C:13]=2[N:12]=[C:6]1[C:5]1[CH:9]=[CH:10][C:2]([Br:1])=[CH:3][C:4]=1[OH:11], predict the reactants needed to synthesize it. The reactants are: [Br:1][C:2]1[CH:3]=[C:4]([OH:11])[C:5](=[CH:9][CH:10]=1)[C:6](O)=O.[NH2:12][C:13]1[CH:18]=[CH:17][CH:16]=[CH:15][C:14]=1[SH:19].C(=O)([O-])O.[Na+].